Dataset: Catalyst prediction with 721,799 reactions and 888 catalyst types from USPTO. Task: Predict which catalyst facilitates the given reaction. (1) Reactant: FC(F)(F)C(O)=O.[CH3:8][N:9]([CH2:32][CH2:33][NH:34][CH3:35])[C:10]([C:12]1[CH:13]=[C:14]2[C:22](=[CH:23][CH:24]=1)[N:21]([CH3:25])[C:20]1[CH2:19][CH2:18][CH:17]([CH:26]3[CH2:31][CH2:30][O:29][CH2:28][CH2:27]3)[CH2:16][C:15]2=1)=[O:11].C(N(CC)C(C)C)(C)C.[CH:45]1([C:48](Cl)=[O:49])[CH2:47][CH2:46]1. The catalyst class is: 2. Product: [CH:45]1([C:48]([N:34]([CH3:35])[CH2:33][CH2:32][N:9]([CH3:8])[C:10]([C:12]2[CH:13]=[C:14]3[C:22](=[CH:23][CH:24]=2)[N:21]([CH3:25])[C:20]2[CH2:19][CH2:18][CH:17]([CH:26]4[CH2:27][CH2:28][O:29][CH2:30][CH2:31]4)[CH2:16][C:15]3=2)=[O:11])=[O:49])[CH2:47][CH2:46]1. (2) Reactant: [O:1]1[CH2:6][CH2:5][CH:4]([CH:7]2[CH2:19][C:18]3[C:17]4[C:12](=[CH:13][CH:14]=[C:15]([C:20]([OH:22])=[O:21])[CH:16]=4)[NH:11][C:10]=3[CH2:9][CH2:8]2)[CH2:3][CH2:2]1.[CH3:23][Si](C=[N+]=[N-])(C)C. Product: [O:1]1[CH2:2][CH2:3][CH:4]([CH:7]2[CH2:19][C:18]3[C:17]4[C:12](=[CH:13][CH:14]=[C:15]([C:20]([O:22][CH3:23])=[O:21])[CH:16]=4)[NH:11][C:10]=3[CH2:9][CH2:8]2)[CH2:5][CH2:6]1. The catalyst class is: 5. (3) Reactant: [C:1]1([C:7]2[N:11]([CH2:12][C:13]3[CH:21]=[CH:20][C:16]([C:17](O)=[O:18])=[CH:15][CH:14]=3)[C:10]3[CH:22]=[CH:23][CH:24]=[CH:25][C:9]=3[N:8]=2)[CH:6]=[CH:5][CH:4]=[CH:3][CH:2]=1.C(Cl)(=O)C(Cl)=O.C(N(C(C)C)CC)(C)C.[CH3:41][N:42]([CH3:48])[CH:43]1[CH2:47][CH2:46][NH:45][CH2:44]1. Product: [CH3:41][N:42]([CH:43]1[CH2:47][CH2:46][N:45]([C:17](=[O:18])[C:16]2[CH:15]=[CH:14][C:13]([CH2:12][N:11]3[C:10]4[CH:22]=[CH:23][CH:24]=[CH:25][C:9]=4[N:8]=[C:7]3[C:1]3[CH:2]=[CH:3][CH:4]=[CH:5][CH:6]=3)=[CH:21][CH:20]=2)[CH2:44]1)[CH3:48]. The catalyst class is: 59. (4) Reactant: [Br:1][C:2]1[CH:28]=[CH:27][C:26]([Br:29])=[CH:25][C:3]=1[C:4]([NH:6][NH:7][C:8](=[O:24])[C:9]1[CH:14]=[CH:13][C:12]([O:15][CH2:16][CH2:17][CH2:18][CH2:19][CH2:20][CH2:21][CH2:22][CH3:23])=[CH:11][CH:10]=1)=O. Product: [Br:1][C:2]1[CH:28]=[CH:27][C:26]([Br:29])=[CH:25][C:3]=1[C:4]1[O:24][C:8]([C:9]2[CH:14]=[CH:13][C:12]([O:15][CH2:16][CH2:17][CH2:18][CH2:19][CH2:20][CH2:21][CH2:22][CH3:23])=[CH:11][CH:10]=2)=[N:7][N:6]=1. The catalyst class is: 286. (5) Reactant: [CH3:1][N:2]1[CH:7]2[CH:8]([O:10][C:11](=[O:13])[CH3:12])[CH2:9][C@@H:3]1[CH2:4][C:5](=[O:14])[CH2:6]2. Product: [OH:14][C@@H:5]1[CH2:6][CH:7]2[N:2]([CH3:1])[CH:3]([CH2:9][C@H:8]2[O:10][C:11](=[O:13])[CH3:12])[CH2:4]1. The catalyst class is: 865. (6) Reactant: [C:1]([C:5]1[S:9][C:8]([C@H:10]2[CH2:15][C@@H:14]([C:16]3[O:20][NH:19][C:18](=[O:21])[CH:17]=3)[CH2:13][CH2:12][N:11]2[C:22]([O:24][CH3:25])=[O:23])=[CH:7][CH:6]=1)([CH3:4])([CH3:3])[CH3:2].CCCCCCC.CC(O)C. Product: [C:1]([C:5]1[S:9][C:8]([C@H:10]2[CH2:15][C@@H:14]([C:16]3[O:20][NH:19][C:18](=[O:21])[CH:17]=3)[CH2:13][CH2:12][N:11]2[C:22]([O:24][CH3:25])=[O:23])=[CH:7][CH:6]=1)([CH3:4])([CH3:2])[CH3:3].[C:1]([C:5]1[S:9][C:8]([C@@H:10]2[CH2:15][C@H:14]([C:16]3[O:20][NH:19][C:18](=[O:21])[CH:17]=3)[CH2:13][CH2:12][N:11]2[C:22]([O:24][CH3:25])=[O:23])=[CH:7][CH:6]=1)([CH3:4])([CH3:2])[CH3:3]. The catalyst class is: 10.